Dataset: Full USPTO retrosynthesis dataset with 1.9M reactions from patents (1976-2016). Task: Predict the reactants needed to synthesize the given product. (1) Given the product [ClH:1].[Cl:1][C:2]1[CH:3]=[C:4]2[C:8](=[CH:9][CH:10]=1)[NH:7][CH:6]=[C:5]2[CH:11]1[CH2:16][CH2:15][N:14]([CH2:18][CH2:19][CH2:20][CH2:21][CH2:22][N:23]2[C:32]3[C:27](=[CH:28][CH:29]=[CH:30][CH:31]=3)[CH2:26][CH2:25][C:24]2=[O:33])[CH2:13][CH2:12]1, predict the reactants needed to synthesize it. The reactants are: [Cl:1][C:2]1[CH:3]=[C:4]2[C:8](=[CH:9][CH:10]=1)[NH:7][CH:6]=[C:5]2[CH:11]1[CH2:16][CH2:15][NH:14][CH2:13][CH2:12]1.Br[CH2:18][CH2:19][CH2:20][CH2:21][CH2:22][N:23]1[C:32]2[C:27](=[CH:28][CH:29]=[CH:30][CH:31]=2)[CH2:26][CH2:25][C:24]1=[O:33]. (2) The reactants are: [CH3:1][CH:2]=[CH:3][CH2:4][CH3:5]. Given the product [CH2:1]=[CH:2][CH2:3][CH2:4][CH2:5][CH2:1][CH2:2][CH2:3][CH2:4][CH3:5], predict the reactants needed to synthesize it. (3) Given the product [CH2:16]([O:18][C:19]([C:21]1[NH:22][C:23]2[C:28]([C:29]=1[CH:9]=[O:10])=[CH:27][CH:26]=[CH:25][CH:24]=2)=[O:20])[CH3:17], predict the reactants needed to synthesize it. The reactants are: CN([CH:9]=[O:10])C1C=CC=CC=1.O=P(Cl)(Cl)Cl.[CH2:16]([O:18][C:19]([C:21]1[NH:22][C:23]2[C:28]([CH:29]=1)=[CH:27][CH:26]=[CH:25][CH:24]=2)=[O:20])[CH3:17].CC([O-])=O.[Na+].